From a dataset of Forward reaction prediction with 1.9M reactions from USPTO patents (1976-2016). Predict the product of the given reaction. (1) Given the reactants [CH2:1]([C:3]1[S:7][C:6]([C:8](=[O:23])[CH2:9][CH2:10][C:11]2[CH:16]=[C:15]([CH3:17])[C:14]([CH2:18][CH2:19][CH2:20][OH:21])=[C:13]([CH3:22])[CH:12]=2)=[C:5]2[CH2:24][CH2:25][C:26]([CH3:29])([CH3:28])[CH2:27][C:4]=12)[CH3:2].CCN(C(C)C)C(C)C.[CH3:39][S:40](Cl)(=[O:42])=[O:41], predict the reaction product. The product is: [CH2:1]([C:3]1[S:7][C:6]([C:8](=[O:23])[CH2:9][CH2:10][C:11]2[CH:16]=[C:15]([CH3:17])[C:14]([CH2:18][CH2:19][CH2:20][O:21][S:40]([CH3:39])(=[O:42])=[O:41])=[C:13]([CH3:22])[CH:12]=2)=[C:5]2[CH2:24][CH2:25][C:26]([CH3:28])([CH3:29])[CH2:27][C:4]=12)[CH3:2]. (2) The product is: [CH:24]([N:27]1[CH2:32][CH2:31][N:30]([C:7]([C:6]2[CH:10]=[CH:11][C:3]([CH:1]=[O:2])=[CH:4][CH:5]=2)=[O:8])[CH2:29][CH2:28]1)([CH3:26])[CH3:25]. Given the reactants [CH:1]([C:3]1[CH:11]=[CH:10][C:6]([C:7](Cl)=[O:8])=[CH:5][CH:4]=1)=[O:2].C1(C)C=CC=CC=1.C([O-])(O)=O.[Na+].[CH:24]([N:27]1[CH2:32][CH2:31][NH:30][CH2:29][CH2:28]1)([CH3:26])[CH3:25].O, predict the reaction product. (3) Given the reactants [C:1]1([CH:7]2[C:12](=[O:13])[CH2:11][CH2:10][CH2:9][C:8]2=O)[CH:6]=[CH:5][CH:4]=[CH:3][CH:2]=1.C(N(CC)CC)C.[CH:22]([C:24]([CH2:26][CH3:27])=[O:25])=[CH2:23].C1(C)C=CC(S([O-])(=O)=O)=CC=1.[NH+]1C=CC=CC=1.N[C@H](C(O)=O)CC1C=CC=CC=1.[NH4+].[Cl-], predict the reaction product. The product is: [CH3:23][C:22]1[C:24](=[O:25])[CH2:26][CH2:27][C@@:7]2([C:1]3[CH:2]=[CH:3][CH:4]=[CH:5][CH:6]=3)[C:8]=1[CH2:9][CH2:10][CH2:11][C:12]2=[O:13]. (4) The product is: [CH2:1]([C:3]1[CH:4]=[C:5]([C:6]2[S:27][C:25]([NH2:26])=[N:23][N:7]=2)[CH:8]=[CH:9][C:10]=1[N:11]([CH3:22])[C:12]1[N:17]=[CH:16][C:15]2[N:18]=[CH:19][N:20]([CH3:21])[C:14]=2[CH:13]=1)[CH3:2]. Given the reactants [CH2:1]([C:3]1[CH:4]=[C:5]([CH:8]=[CH:9][C:10]=1[N:11]([CH3:22])[C:12]1[N:17]=[CH:16][C:15]2[N:18]=[CH:19][N:20]([CH3:21])[C:14]=2[CH:13]=1)[C:6]#[N:7])[CH3:2].[NH:23]([C:25](=[S:27])[NH2:26])N.C(Cl)Cl.[OH-].[Na+], predict the reaction product. (5) Given the reactants [NH2:1][C:2]1[C:3]([C:7]2[N:8]([CH2:18][CH3:19])[C:9]3[C:14]([OH:15])=[CH:13][N:12]=[C:11]([Cl:16])[C:10]=3[N:17]=2)=[N:4][O:5][N:6]=1.C(=O)([O-])[O-].[Cs+].[Cs+].[Br:26][CH2:27][CH2:28][CH2:29]Br, predict the reaction product. The product is: [Br:26][CH2:27][CH2:28][CH2:29][O:15][C:14]1[C:9]2[N:8]([CH2:18][CH3:19])[C:7]([C:3]3[C:2]([NH2:1])=[N:6][O:5][N:4]=3)=[N:17][C:10]=2[C:11]([Cl:16])=[N:12][CH:13]=1.